Dataset: Reaction yield outcomes from USPTO patents with 853,638 reactions. Task: Predict the reaction yield, written as a fraction of the theoretical maximum amount of product (1.0 means a 100% yield; for example, 0.34 means a 34% yield). (1) The reactants are Br[CH2:2][CH2:3][CH2:4][O:5][C:6]1[CH:15]=[C:14]2[C:9]([CH:10]=[CH:11][C:12](=[O:16])[NH:13]2)=[CH:8][CH:7]=1.[Na+].[I-].[Cl:19][C:20]1[C:25]([Cl:26])=[CH:24][CH:23]=[CH:22][C:21]=1[N:27]1[CH2:33][CH2:32][CH2:31][N:30](CCCCOC2C=C3C(CCC(=O)N3)=CC=2)[CH2:29][CH2:28]1.C([O-])([O-])=O.[K+].[K+]. The catalyst is CC#N.O. The product is [Cl:19][C:20]1[C:25]([Cl:26])=[CH:24][CH:23]=[CH:22][C:21]=1[N:27]1[CH2:33][CH2:32][CH2:31][N:30]([CH2:2][CH2:3][CH2:4][O:5][C:6]2[CH:15]=[C:14]3[C:9]([CH:10]=[CH:11][C:12](=[O:16])[NH:13]3)=[CH:8][CH:7]=2)[CH2:29][CH2:28]1. The yield is 0.390. (2) The reactants are I[C:2]1[CH:7]=[CH:6][CH:5]=[CH:4][N:3]=1.[CH2:8]([C:12]1[N:16]([CH3:17])[C:15]2[CH:18]=[CH:19][C:20]([F:22])=[CH:21][C:14]=2[N:13]=1)[CH2:9][C:10]#[CH:11]. No catalyst specified. The product is [F:22][C:20]1[CH:19]=[CH:18][C:15]2[N:16]([CH3:17])[C:12]([CH2:8][CH2:9][C:10]#[C:11][C:2]3[CH:7]=[CH:6][CH:5]=[CH:4][N:3]=3)=[N:13][C:14]=2[CH:21]=1. The yield is 0.270. (3) The reactants are [CH2:1]([O:3][C:4]#[CH:5])[CH3:2].[BH3:6].[OH:7][C:8]([C:11]([OH:14])([CH3:13])[CH3:12])([CH3:10])[CH3:9]. The catalyst is C(Cl)Cl. The product is [CH2:4]([O:3]/[CH:1]=[CH:2]/[B:6]1[O:14][C:11]([CH3:13])([CH3:12])[C:8]([CH3:10])([CH3:9])[O:7]1)[CH3:5]. The yield is 0.910. (4) The reactants are [Br:1][C:2]1[S:6][C:5]([C:7](OCC)([O:9]CC)[CH3:8])=[N:4][CH:3]=1.FC(F)(F)C(O)=O.O. The catalyst is ClCCl. The product is [Br:1][C:2]1[S:6][C:5]([C:7](=[O:9])[CH3:8])=[N:4][CH:3]=1. The yield is 0.910. (5) The reactants are F[C:2]1[CH:7]=[C:6]([F:8])[CH:5]=[CH:4][C:3]=1[N+:9]([O-:11])=[O:10].C(N(C(C)C)CC)(C)C.Cl.Cl.[CH2:23]([O:25][C@H:26]1[CH2:31][CH2:30][C@H:29]([N:32]2[CH2:37][CH2:36][CH:35]([NH2:38])[CH2:34][CH2:33]2)[CH2:28][CH2:27]1)[CH3:24]. The catalyst is CN(C=O)C. The product is [CH2:23]([O:25][C@H:26]1[CH2:27][CH2:28][C@H:29]([N:32]2[CH2:33][CH2:34][CH:35]([NH:38][C:2]3[CH:7]=[C:6]([F:8])[CH:5]=[CH:4][C:3]=3[N+:9]([O-:11])=[O:10])[CH2:36][CH2:37]2)[CH2:30][CH2:31]1)[CH3:24]. The yield is 0.550.